Predict which catalyst facilitates the given reaction. From a dataset of Catalyst prediction with 721,799 reactions and 888 catalyst types from USPTO. (1) Reactant: [CH2:1]([N:3]([C:12]([C:14]1[NH:18][N:17]=[N:16][N:15]=1)=[O:13])[NH:4]C(OC(C)(C)C)=O)[CH3:2]. Product: [CH2:1]([N:3]([C:12]([C:14]1[NH:18][N:17]=[N:16][N:15]=1)=[O:13])[NH2:4])[CH3:2]. The catalyst class is: 601. (2) Reactant: [C:1]([O:5][C:6](=[O:29])[NH:7][C@H:8]1[CH2:12][CH2:11][N:10]([C:13](=O)[CH2:14][CH:15]([C:22]2[CH:27]=[CH:26][CH:25]=[CH:24][CH:23]=2)[C:16]2[CH:21]=[CH:20][CH:19]=[CH:18][CH:17]=2)[CH2:9]1)([CH3:4])([CH3:3])[CH3:2].[H-].[H-].[H-].[H-].[Li+].[Al+3].CCOC(C)=O.C([O-])(O)=O.[Na+]. Product: [C:1]([O:5][C:6](=[O:29])[NH:7][C@H:8]1[CH2:12][CH2:11][N:10]([CH2:13][CH2:14][CH:15]([C:22]2[CH:23]=[CH:24][CH:25]=[CH:26][CH:27]=2)[C:16]2[CH:21]=[CH:20][CH:19]=[CH:18][CH:17]=2)[CH2:9]1)([CH3:4])([CH3:2])[CH3:3]. The catalyst class is: 36. (3) Reactant: [N-:1]=[N+]=[N-].[Na+].[C:5](Cl)(=[O:16])[CH2:6][CH2:7][CH2:8][CH2:9][CH2:10][CH2:11][CH2:12][CH2:13][CH:14]=[CH2:15].C[C:19](C)=[O:20]. Product: [C:5]([N:1]=[C:19]=[O:20])(=[O:16])[CH2:6][CH2:7][CH2:8][CH2:9][CH2:10][CH2:11][CH2:12][CH2:13][CH:14]=[CH2:15]. The catalyst class is: 6. (4) Reactant: Cl[C:2]1[C:11]2[C:6](=[CH:7][C:8]([Cl:19])=[C:9]([C:12]3[CH:17]=[CH:16][C:15]([Cl:18])=[CH:14][CH:13]=3)[CH:10]=2)[N:5]=[CH:4][N:3]=1.[NH:20]1[CH2:25][CH2:24][NH:23][CH2:22][CH:21]1[C:26]([NH2:28])=[O:27].CCN(C(C)C)C(C)C. Product: [Cl:19][C:8]1[CH:7]=[C:6]2[C:11]([C:2]([N:23]3[CH2:24][CH2:25][NH:20][CH:21]([C:26]([NH2:28])=[O:27])[CH2:22]3)=[N:3][CH:4]=[N:5]2)=[CH:10][C:9]=1[C:12]1[CH:17]=[CH:16][C:15]([Cl:18])=[CH:14][CH:13]=1. The catalyst class is: 12.